Predict the product of the given reaction. From a dataset of Forward reaction prediction with 1.9M reactions from USPTO patents (1976-2016). (1) Given the reactants [CH:1]1([CH:4]2[CH:9]([C:10]([O:12]C)=[O:11])[N:8]([C:14]([O:16][CH2:17][C:18]3[CH:23]=[CH:22][CH:21]=[CH:20][CH:19]=3)=[O:15])[CH2:7][CH:6]([CH:24]3[CH2:29][CH2:28][N:27]([C:30]([O:32][C:33]([CH3:36])([CH3:35])[CH3:34])=[O:31])[CH2:26][CH2:25]3)[CH2:5]2)[CH2:3][CH2:2]1.[OH-].[Li+].O, predict the reaction product. The product is: [CH2:17]([O:16][C:14]([N:8]1[CH:9]([C:10]([OH:12])=[O:11])[CH:4]([CH:1]2[CH2:3][CH2:2]2)[CH2:5][CH:6]([CH:24]2[CH2:29][CH2:28][N:27]([C:30]([O:32][C:33]([CH3:36])([CH3:35])[CH3:34])=[O:31])[CH2:26][CH2:25]2)[CH2:7]1)=[O:15])[C:18]1[CH:23]=[CH:22][CH:21]=[CH:20][CH:19]=1. (2) Given the reactants [CH3:1][C:2]1[NH:3][C:4]2[C:9]([CH:10]=1)=[CH:8][CH:7]=[CH:6][CH:5]=2.[Br:11]Br, predict the reaction product. The product is: [Br:11][C:7]1[CH:8]=[C:9]2[C:4](=[CH:5][CH:6]=1)[NH:3][C:2]([CH3:1])=[CH:10]2.